From a dataset of Full USPTO retrosynthesis dataset with 1.9M reactions from patents (1976-2016). Predict the reactants needed to synthesize the given product. (1) Given the product [CH2:27]([O:29][C:30](=[O:44])[C:31]1[CH:32]=[CH:33][C:34]([CH:37]2[CH2:41][C:40](=[O:42])[O:39][CH2:38]2)=[CH:35][CH:36]=1)[CH3:28], predict the reactants needed to synthesize it. The reactants are: ClC1C=CC=C(C(OO)=O)C=1.S([O-])([O-])(=O)=O.[Mg+2].B(F)(F)F.CCOCC.[CH2:27]([O:29][C:30](=[O:44])[C:31]1[CH:36]=[CH:35][C:34]([CH:37]2[CH2:41][CH:40]([O:42]C)[O:39][CH2:38]2)=[CH:33][CH:32]=1)[CH3:28]. (2) The reactants are: CS/[C:3](/[NH:18][C:19]1[CH:20]=[C:21]([CH3:25])[CH:22]=[CH:23][CH:24]=1)=[C:4]1/[CH2:5][N:6]([C:11]([O:13][C:14]([CH3:17])([CH3:16])[CH3:15])=[O:12])[CH2:7][CH2:8][C:9]/1=O.[OH2:26].[NH2:27][NH2:28].[CH2:29]([OH:31])C. Given the product [CH3:29][O:31][C:25]([C:21]1[CH:20]=[C:19]([NH:18][C:3]2[C:4]3[CH2:5][N:6]([C:11]([O:13][C:14]([CH3:17])([CH3:16])[CH3:15])=[O:12])[CH2:7][CH2:8][C:9]=3[NH:28][N:27]=2)[CH:24]=[CH:23][CH:22]=1)=[O:26], predict the reactants needed to synthesize it. (3) Given the product [CH:1]1([C@H:5]([NH:13][C:14]([C:16]2[C:21]([CH3:22])=[C:20]([Br:31])[C:19](=[O:23])[N:18]([C:24]3[CH:25]=[CH:26][CH:27]=[CH:28][CH:29]=3)[C:17]=2[CH3:30])=[O:15])[C:6]2[CH:11]=[CH:10][CH:9]=[C:8]([F:12])[CH:7]=2)[CH2:4][CH2:3][CH2:2]1, predict the reactants needed to synthesize it. The reactants are: [CH:1]1([C@H:5]([NH:13][C:14]([C:16]2[C:21]([CH3:22])=[CH:20][C:19](=[O:23])[N:18]([C:24]3[CH:29]=[CH:28][CH:27]=[CH:26][CH:25]=3)[C:17]=2[CH3:30])=[O:15])[C:6]2[CH:11]=[CH:10][CH:9]=[C:8]([F:12])[CH:7]=2)[CH2:4][CH2:3][CH2:2]1.[Br:31]N1C(=O)CCC1=O. (4) The reactants are: [CH3:1][O:2][C:3]1[C:4]([NH:27][C:28]2[N:33]=[C:32]([C:34]3[C:42]4[C:37](=[CH:38][CH:39]=[CH:40][CH:41]=4)[N:36]([CH3:43])[CH:35]=3)[CH:31]=[CH:30][N:29]=2)=[CH:5][C:6]([NH:22][C:23](=[O:26])[CH:24]=[CH2:25])=[C:7]([N:9]([CH3:21])[CH2:10][CH2:11][N:12](C)[C:13](=O)OC(C)(C)C)[CH:8]=1. Given the product [CH3:1][O:2][C:3]1[C:4]([NH:27][C:28]2[N:33]=[C:32]([C:34]3[C:42]4[C:37](=[CH:38][CH:39]=[CH:40][CH:41]=4)[N:36]([CH3:43])[CH:35]=3)[CH:31]=[CH:30][N:29]=2)=[CH:5][C:6]([NH:22][C:23](=[O:26])[CH:24]=[CH2:25])=[C:7]([N:9]([CH3:21])[CH2:10][CH2:11][NH:12][CH3:13])[CH:8]=1, predict the reactants needed to synthesize it. (5) Given the product [CH3:10][O:11][C:12](=[O:32])[C:13]1[CH:18]=[C:17]([C:19]2[CH:24]=[C:23]([S:25][CH2:26][CH2:27][NH:28][C:54](=[O:69])[CH2:53][CH:52]([NH:48][C:38]([O:37][C:33]([CH3:36])([CH3:35])[CH3:34])=[O:39])[CH3:51])[N:22]=[C:21]([NH2:29])[N:20]=2)[C:16]([CH3:30])=[CH:15][C:14]=1[CH3:31], predict the reactants needed to synthesize it. The reactants are: C(N(C(C)C)CC)(C)C.[CH3:10][O:11][C:12](=[O:32])[C:13]1[CH:18]=[C:17]([C:19]2[CH:24]=[C:23]([S:25][CH2:26][CH2:27][NH2:28])[N:22]=[C:21]([NH2:29])[N:20]=2)[C:16]([CH3:30])=[CH:15][C:14]=1[CH3:31].[C:33]([O:37][C:38](NCCCC(O)=O)=[O:39])([CH3:36])([CH3:35])[CH3:34].O[N:48]1[C:52]2[CH:53]=[CH:54]C=C[C:51]=2N=N1.Cl.C(N=C=NCCCN(C)C)C.[OH2:69]. (6) Given the product [CH3:34][O:33][C:31](=[O:32])[NH:25][C:28]12[C:29]3[C:14](=[CH:15][CH:16]=[CH:17][CH:18]=3)[C:3](=[O:22])[C:2]1([OH:35])[C:10]1[C:5]([O:4]2)=[CH:6][C:7]([CH:11]([CH3:13])[CH3:12])=[CH:8][CH:9]=1, predict the reactants needed to synthesize it. The reactants are: N[C:2]12C(=O)C3[C:14](=[CH:15][CH:16]=[CH:17][CH:18]=3)[C:3]1([OH:22])[O:4][C:5]1[C:10]2=[CH:9][CH:8]=[C:7]([CH:11]([CH3:13])[CH3:12])[CH:6]=1.C([N:25]([CH2:28][CH3:29])CC)C.Cl[C:31]([O:33][CH3:34])=[O:32].[O:35]1CCCC1. (7) Given the product [C:1]([O:5][C:6](=[O:34])[NH:7][C:8]1([C:12]2[CH:17]=[CH:16][C:15]([C:18]3[N:19]=[C:20]4[CH:25]=[C:24]([CH:44]=[CH2:45])[CH:23]=[CH:22][N:21]4[C:27]=3[C:28]3[CH:33]=[CH:32][CH:31]=[CH:30][CH:29]=3)=[CH:14][CH:13]=2)[CH2:11][CH2:10][CH2:9]1)([CH3:4])([CH3:3])[CH3:2], predict the reactants needed to synthesize it. The reactants are: [C:1]([O:5][C:6](=[O:34])[NH:7][C:8]1([C:12]2[CH:17]=[CH:16][C:15]([C:18]3[N:19]=[C:20]4[CH:25]=[C:24](Br)[CH:23]=[CH:22][N:21]4[C:27]=3[C:28]3[CH:33]=[CH:32][CH:31]=[CH:30][CH:29]=3)=[CH:14][CH:13]=2)[CH2:11][CH2:10][CH2:9]1)([CH3:4])([CH3:3])[CH3:2].C([O-])([O-])=O.[K+].[K+].O.CO[CH2:44][CH2:45]OC.